Dataset: HIV replication inhibition screening data with 41,000+ compounds from the AIDS Antiviral Screen. Task: Binary Classification. Given a drug SMILES string, predict its activity (active/inactive) in a high-throughput screening assay against a specified biological target. (1) The drug is NC(=S)NC=C(c1ccc(Cl)cc1Cl)S(=O)(=O)Cc1ccc(Cl)cc1Cl. The result is 0 (inactive). (2) The molecule is CN1CC=C(C#CC(C)(C)O)CC1.O=C(O)C(=O)O. The result is 0 (inactive). (3) The molecule is CC(=O)C12CC(C#N)(N3CCCCCC3)C1C=Cc1ccccc12. The result is 0 (inactive). (4) The compound is CCCCCCOP(=O)(OCCCCCC)OC(C(=O)OC)C(F)(F)F. The result is 0 (inactive). (5) The compound is CC=CC(O)(C(=O)OC1CN2CCC1CC2)C1CCCCC1. The result is 0 (inactive).